Dataset: Forward reaction prediction with 1.9M reactions from USPTO patents (1976-2016). Task: Predict the product of the given reaction. Given the reactants [F:1][C:2]1([F:13])[CH2:7][CH2:6][CH:5]([C:8]([O:10]CC)=[O:9])[CH2:4][CH2:3]1.Cl, predict the reaction product. The product is: [F:1][C:2]1([F:13])[CH2:3][CH2:4][CH:5]([C:8]([OH:10])=[O:9])[CH2:6][CH2:7]1.